Binary Classification. Given a drug SMILES string, predict its activity (active/inactive) in a high-throughput screening assay against a specified biological target. From a dataset of HIV replication inhibition screening data with 41,000+ compounds from the AIDS Antiviral Screen. (1) The drug is Clc1ccc(C2=NN(c3ccccc3)C3c4cc(Br)ccc4OCC23)cc1. The result is 0 (inactive). (2) The compound is O=C1C(Cc2ccccc2)CC2COC(c3ccccc3)N12. The result is 0 (inactive). (3) The compound is C#CCN1C(=O)c2ccccc2S1(=O)=O. The result is 0 (inactive). (4) The drug is Cc1nc(C)c(C(=O)NNC(=O)Cc2ccccc2)cc1C(=O)NNC(=O)Cc1ccccc1. The result is 0 (inactive). (5) The drug is O=[N+]([O-])c1cccc2nnccc12. The result is 0 (inactive).